This data is from Full USPTO retrosynthesis dataset with 1.9M reactions from patents (1976-2016). The task is: Predict the reactants needed to synthesize the given product. (1) Given the product [CH3:1][O:2][C:3](=[O:13])[CH2:4][N:5]1[CH:9]=[C:8]([NH:10][C:27](=[O:28])[CH:26]([NH:25][C:23](=[O:24])[CH2:22][C:17]2[CH:18]=[C:19]([F:21])[CH:20]=[C:15]([F:14])[CH:16]=2)[CH2:30][CH2:31][CH3:32])[N:7]=[CH:6]1, predict the reactants needed to synthesize it. The reactants are: [CH3:1][O:2][C:3](=[O:13])[CH2:4][N:5]1[CH:9]=[C:8]([N+:10]([O-])=O)[N:7]=[CH:6]1.[F:14][C:15]1[CH:16]=[C:17]([CH2:22][C:23]([NH:25][CH:26]([CH2:30][CH2:31][CH3:32])[C:27](O)=[O:28])=[O:24])[CH:18]=[C:19]([F:21])[CH:20]=1. (2) Given the product [C:24]([O:23][C:22]([NH:21][CH2:20][CH:18]1[CH2:17][N:16]([C:2]2[C:12]([C:13]#[N:14])=[CH:11][C:5]([C:6]([O:8][CH2:9][CH3:10])=[O:7])=[C:4]([CH3:15])[N:3]=2)[CH2:19]1)=[O:28])([CH3:27])([CH3:25])[CH3:26], predict the reactants needed to synthesize it. The reactants are: Cl[C:2]1[C:12]([C:13]#[N:14])=[CH:11][C:5]([C:6]([O:8][CH2:9][CH3:10])=[O:7])=[C:4]([CH3:15])[N:3]=1.[NH:16]1[CH2:19][CH:18]([CH2:20][NH:21][C:22](=[O:28])[O:23][C:24]([CH3:27])([CH3:26])[CH3:25])[CH2:17]1.CCN(C(C)C)C(C)C.CCOC(C)=O. (3) Given the product [CH3:1][C:2]1[CH:7]=[C:6]([CH3:8])[CH:5]=[CH:4][C:3]=1[N:9]([CH2:10][CH:11]([CH3:13])[CH3:12])[S:25]([C:22]1[CH:21]=[CH:20][C:19]([C:18]2[N:14]=[N:15][NH:16][N:17]=2)=[CH:24][CH:23]=1)(=[O:27])=[O:26], predict the reactants needed to synthesize it. The reactants are: [CH3:1][C:2]1[CH:7]=[C:6]([CH3:8])[CH:5]=[CH:4][C:3]=1[NH:9][CH2:10][CH:11]([CH3:13])[CH3:12].[N:14]1[NH:15][N:16]=[N:17][C:18]=1[C:19]1[CH:24]=[CH:23][C:22]([S:25](Cl)(=[O:27])=[O:26])=[CH:21][CH:20]=1. (4) The reactants are: [CH3:1][C:2]1[NH:3][C:4]2[C:9]([C:10]=1[CH3:11])=[CH:8][C:7]([C:12]([O:14][CH2:15][CH3:16])=[O:13])=[CH:6][CH:5]=2.[C:17]1([CH2:23][CH2:24]O)[CH:22]=[CH:21][CH:20]=[CH:19][CH:18]=1.C(C=C1CCP(C)C1(C)C)#N. Given the product [CH3:1][C:2]1[N:3]([CH2:24][CH2:23][C:17]2[CH:22]=[CH:21][CH:20]=[CH:19][CH:18]=2)[C:4]2[C:9]([C:10]=1[CH3:11])=[CH:8][C:7]([C:12]([O:14][CH2:15][CH3:16])=[O:13])=[CH:6][CH:5]=2, predict the reactants needed to synthesize it. (5) Given the product [CH3:19][O:5][C:4](=[O:6])[C:3]1[CH:7]=[CH:8][CH:9]=[C:10]([N+:11]([O-:13])=[O:12])[C:2]=1[CH3:1], predict the reactants needed to synthesize it. The reactants are: [CH3:1][C:2]1[C:10]([N+:11]([O-:13])=[O:12])=[CH:9][CH:8]=[CH:7][C:3]=1[C:4]([OH:6])=[O:5].S(=O)(=O)(O)O.[CH3:19]O. (6) Given the product [Cl:1][C:2]1[CH:10]=[CH:9][C:5]2[C:6](=[O:8])[N:13]=[C:12]([C:14]3[CH:19]=[C:18]([CH3:20])[CH:17]=[CH:16][N:15]=3)[S:11][C:4]=2[CH:3]=1, predict the reactants needed to synthesize it. The reactants are: [Cl:1][C:2]1[CH:10]=[CH:9][C:5]([C:6]([OH:8])=O)=[C:4]([SH:11])[CH:3]=1.[C:12]([C:14]1[CH:19]=[C:18]([CH3:20])[CH:17]=[CH:16][N:15]=1)#[N:13].